Dataset: Full USPTO retrosynthesis dataset with 1.9M reactions from patents (1976-2016). Task: Predict the reactants needed to synthesize the given product. Given the product [NH2:29][C:28]1[N:21]([CH:19]2[CH2:18][N:17]([CH:4]([C:11]3[CH:16]=[CH:15][CH:14]=[CH:13][CH:12]=3)[C:5]3[CH:10]=[CH:9][CH:8]=[CH:7][CH:6]=3)[CH2:20]2)[N:22]=[CH:26][C:27]=1[C:30]([NH2:31])=[O:39], predict the reactants needed to synthesize it. The reactants are: Cl.Cl.Cl.[CH:4]([N:17]1[CH2:20][CH:19]([NH:21][NH2:22])[CH2:18]1)([C:11]1[CH:16]=[CH:15][CH:14]=[CH:13][CH:12]=1)[C:5]1[CH:10]=[CH:9][CH:8]=[CH:7][CH:6]=1.C(O[CH:26]=[C:27]([C:30]#[N:31])[C:28]#[N:29])C.C(N(CC)CC)C.[OH:39]S(O)(=O)=O.N.